This data is from Reaction yield outcomes from USPTO patents with 853,638 reactions. The task is: Predict the reaction yield, written as a fraction of the theoretical maximum amount of product (1.0 means a 100% yield; for example, 0.34 means a 34% yield). The reactants are C1(O)(O)CCCC1.N1C=CC=CC=1.[C:14]1([CH3:24])[CH:19]=[CH:18][C:17]([S:20](Cl)(=[O:22])=[O:21])=[CH:16][CH:15]=1.C([O:28][C:29](=[O:31])[CH3:30])(=O)C. The catalyst is ClCCl. The product is [C:29]([O:28][S:20]([C:17]1[CH:18]=[CH:19][C:14]([CH3:24])=[CH:15][CH:16]=1)(=[O:22])=[O:21])(=[O:31])[CH3:30]. The yield is 0.450.